From a dataset of Volume of distribution at steady state (VDss) regression data from Lombardo et al.. Regression/Classification. Given a drug SMILES string, predict its absorption, distribution, metabolism, or excretion properties. Task type varies by dataset: regression for continuous measurements (e.g., permeability, clearance, half-life) or binary classification for categorical outcomes (e.g., BBB penetration, CYP inhibition). For this dataset (vdss_lombardo), we predict log10(VDss) (log10 of volume of distribution in L/kg). The compound is CC1=C(C/C=C(\C)CCCC(C)CCCC(C)CCCC(C)C)C(=O)c2ccccc2C1=O. The log10(VDss) is -0.490.